From a dataset of Catalyst prediction with 721,799 reactions and 888 catalyst types from USPTO. Predict which catalyst facilitates the given reaction. (1) Reactant: [CH2:1]([CH:3]1[C:16]2[C:11](=[CH:12][CH:13]=[CH:14][C:15]=2[CH3:17])[C:10]2[CH:9]=[CH:8][CH:7]=[CH:6][C:5]=2[N:4]1[S:18]([C:21]1[CH:26]=[CH:25][C:24]([O:27]C)=[CH:23][CH:22]=1)(=[O:20])=[O:19])[CH3:2].B(Cl)(Cl)Cl.ClCCl. Product: [CH2:1]([CH:3]1[C:16]2[C:11](=[CH:12][CH:13]=[CH:14][C:15]=2[CH3:17])[C:10]2[CH:9]=[CH:8][CH:7]=[CH:6][C:5]=2[N:4]1[S:18]([C:21]1[CH:22]=[CH:23][C:24]([OH:27])=[CH:25][CH:26]=1)(=[O:20])=[O:19])[CH3:2]. The catalyst class is: 682. (2) Reactant: [Br:1][C:2]1[N:7]=[CH:6][C:5]([OH:8])=[CH:4][CH:3]=1.C(=O)([O-])[O-].[K+].[K+].Cl[CH2:16][C:17]([O:19][CH3:20])=[O:18]. Product: [CH3:20][O:19][C:17](=[O:18])[CH2:16][O:8][C:5]1[CH:6]=[N:7][C:2]([Br:1])=[CH:3][CH:4]=1. The catalyst class is: 1. (3) Reactant: [Cl:1][C:2]1[CH:3]=[CH:4][C:5]2[N:11]3[C:12]([C:15]([F:18])([F:17])[F:16])=[N:13][N:14]=[C:10]3[C@@H:9]([CH2:19][C:20]([O:22]CC)=[O:21])[O:8][C@H:7]([C:25]3[CH:30]=[CH:29][CH:28]=[C:27]([O:31][CH3:32])[C:26]=3[Cl:33])[C:6]=2[CH:34]=1.Cl. Product: [Cl:1][C:2]1[CH:3]=[CH:4][C:5]2[N:11]3[C:12]([C:15]([F:18])([F:17])[F:16])=[N:13][N:14]=[C:10]3[C@@H:9]([CH2:19][C:20]([OH:22])=[O:21])[O:8][C@H:7]([C:25]3[CH:30]=[CH:29][CH:28]=[C:27]([O:31][CH3:32])[C:26]=3[Cl:33])[C:6]=2[CH:34]=1. The catalyst class is: 155. (4) Reactant: [NH2:1][C:2]1[CH:3]=[C:4]([CH:9]=[CH:10][C:11]=1[NH:12][CH2:13][CH:14]1[CH2:19][CH2:18][O:17][CH2:16][CH2:15]1)[C:5]([O:7][CH3:8])=[O:6].[C:20](Cl)(=[O:25])[C:21]([CH3:24])([CH3:23])[CH3:22]. Product: [CH3:22][C:21]([CH3:24])([CH3:23])[C:20]([NH:1][C:2]1[CH:3]=[C:4]([CH:9]=[CH:10][C:11]=1[NH:12][CH2:13][CH:14]1[CH2:19][CH2:18][O:17][CH2:16][CH2:15]1)[C:5]([O:7][CH3:8])=[O:6])=[O:25]. The catalyst class is: 13. (5) Reactant: [N:1]1([S:6]([C:9]2[CH:14]=[CH:13][C:12]([N:15]3[CH2:20][CH2:19][NH:18][CH2:17][CH2:16]3)=[CH:11][CH:10]=2)(=[O:8])=[O:7])[CH2:5][CH2:4][CH2:3][CH2:2]1.[C:21]([O:25][C:26]([N:28]1[CH2:33][CH2:32][CH:31]([CH2:34][CH:35]=O)[CH2:30][CH2:29]1)=[O:27])([CH3:24])([CH3:23])[CH3:22].C(O[BH3-])(=O)C.[Na+]. Product: [C:21]([O:25][C:26]([N:28]1[CH2:33][CH2:32][CH:31]([CH2:34][CH2:35][N:18]2[CH2:17][CH2:16][N:15]([C:12]3[CH:13]=[CH:14][C:9]([S:6]([N:1]4[CH2:2][CH2:3][CH2:4][CH2:5]4)(=[O:8])=[O:7])=[CH:10][CH:11]=3)[CH2:20][CH2:19]2)[CH2:30][CH2:29]1)=[O:27])([CH3:24])([CH3:23])[CH3:22]. The catalyst class is: 2.